Task: Predict the product of the given reaction.. Dataset: Forward reaction prediction with 1.9M reactions from USPTO patents (1976-2016) (1) The product is: [CH3:16][N:15]([CH3:17])[CH2:14][CH2:13][O:12][C:11]1[CH:18]=[CH:19][CH:20]=[CH:21][C:10]=1[OH:9]. Given the reactants Cl.C([O:9][C:10]1[CH:21]=[CH:20][CH:19]=[CH:18][C:11]=1[O:12][CH2:13][CH2:14][N:15]([CH3:17])[CH3:16])C1C=CC=CC=1, predict the reaction product. (2) Given the reactants [C:1]1([CH:7]2[CH2:11][CH2:10][NH:9][CH2:8]2)[CH:6]=[CH:5][CH:4]=[CH:3][CH:2]=1.[C:12](Cl)(=[O:16])[CH2:13][CH2:14][CH3:15].C(N(CC)CC)C, predict the reaction product. The product is: [C:1]1([CH:7]2[CH2:11][CH2:10][N:9]([C:12](=[O:16])[CH2:13][CH2:14][CH3:15])[CH2:8]2)[CH:6]=[CH:5][CH:4]=[CH:3][CH:2]=1. (3) Given the reactants C(OP([CH2:9][C:10]1[CH:15]=[CH:14][CH:13]=[C:12]([Br:16])[CH:11]=1)(=O)OCC)C.O=[C:18]1[CH2:23][CH2:22][N:21]([C:24]([O:26][C:27]([CH3:30])([CH3:29])[CH3:28])=[O:25])[CH2:20][CH2:19]1.CC(C)([O-])C.[K+], predict the reaction product. The product is: [Br:16][C:12]1[CH:11]=[C:10]([CH:9]=[C:18]2[CH2:23][CH2:22][N:21]([C:24]([O:26][C:27]([CH3:30])([CH3:29])[CH3:28])=[O:25])[CH2:20][CH2:19]2)[CH:15]=[CH:14][CH:13]=1. (4) Given the reactants Cl[C:2]1[N:7]=[C:6]2[CH2:8][N:9]([CH2:11][CH2:12][C:13]3[N:25]=[C:24]4[N:15]([C:16]([NH2:28])=[N:17][C:18]5[C:19]([O:26][CH3:27])=[CH:20][CH:21]=[CH:22][C:23]=54)[N:14]=3)[CH2:10][C:5]2=[CH:4][CH:3]=1.[CH3:29][N:30]1[CH2:35][CH2:34][NH:33][CH2:32][CH2:31]1, predict the reaction product. The product is: [CH3:27][O:26][C:19]1[C:18]2[N:17]=[C:16]([NH2:28])[N:15]3[N:14]=[C:13]([CH2:12][CH2:11][N:9]4[CH2:10][C:5]5[C:6](=[N:7][C:2]([N:33]6[CH2:34][CH2:35][N:30]([CH3:29])[CH2:31][CH2:32]6)=[CH:3][CH:4]=5)[CH2:8]4)[N:25]=[C:24]3[C:23]=2[CH:22]=[CH:21][CH:20]=1. (5) The product is: [F:1][C:2]1[CH:3]=[C:4]([S:9]([N:14]2[CH2:17][CH2:16][CH2:15]2)(=[O:11])=[O:10])[CH:5]=[CH:6][C:7]=1[F:8]. Given the reactants [F:1][C:2]1[CH:3]=[C:4]([S:9](Cl)(=[O:11])=[O:10])[CH:5]=[CH:6][C:7]=1[F:8].Cl.[NH:14]1[CH2:17][CH2:16][CH2:15]1.C(N(CC)CC)C.O, predict the reaction product. (6) Given the reactants [CH2:1]([O:3][C:4](=[O:14])[CH2:5][O:6][C:7]1[CH:12]=[CH:11][C:10]([OH:13])=[CH:9][CH:8]=1)[CH3:2].[Br:15]Br, predict the reaction product. The product is: [CH2:1]([O:3][C:4](=[O:14])[CH2:5][O:6][C:7]1[CH:12]=[CH:11][C:10]([OH:13])=[C:9]([Br:15])[CH:8]=1)[CH3:2]. (7) Given the reactants [Cl:1][C:2]1[CH:3]=[C:4]([C:13]([O:15]C)=[O:14])[C:5]2[O:11][CH2:10][CH2:9][CH2:8][O:7][C:6]=2[CH:12]=1.[OH-].[K+].Cl, predict the reaction product. The product is: [Cl:1][C:2]1[CH:3]=[C:4]([C:13]([OH:15])=[O:14])[C:5]2[O:11][CH2:10][CH2:9][CH2:8][O:7][C:6]=2[CH:12]=1.